From a dataset of Forward reaction prediction with 1.9M reactions from USPTO patents (1976-2016). Predict the product of the given reaction. (1) Given the reactants I[C:2]1[CH:3]=[C:4]([CH2:8][OH:9])[CH:5]=[CH:6][CH:7]=1.[C:10]1(B(O)O)[CH:15]=[CH:14][CH:13]=[CH:12][CH:11]=1.C1C=CC(P(C2C=CC=CC=2)C2C=CC=CC=2)=CC=1.C([O-])([O-])=O.[Cs+].[Cs+], predict the reaction product. The product is: [C:2]1([C:10]2[CH:15]=[CH:14][CH:13]=[CH:12][CH:11]=2)[CH:7]=[CH:6][CH:5]=[C:4]([CH2:8][OH:9])[CH:3]=1. (2) Given the reactants [C:1]([O:5][C:6]([N:8]1[CH2:13][CH2:12][CH:11]([O:14][C:15]2[CH:20]=[CH:19][C:18]([I:21])=[CH:17][C:16]=2C=O)[CH2:10][CH2:9]1)=[O:7])([CH3:4])([CH3:3])[CH3:2].C(O[C:29]([N:31]1CCC(COC2C=CC(I)=CC=2C=O)[CH2:33][CH2:32]1)=O)(C)(C)C.[CH3:48][Si:49](N[Si](C)(C)C)([CH3:51])[CH3:50].C([Li])CCC.C[Si](Cl)(C)C.C(N(CC)CC)C.C(Cl)(=[O:76])C, predict the reaction product. The product is: [C:1]([O:5][C:6]([N:8]1[CH2:9][CH2:10][CH:11]([O:14][C:15]2[CH:20]=[CH:19][C:18]([I:21])=[CH:17][C:16]=2[CH:29]=[N:31][C:32]([O:76][Si:49]([CH3:51])([CH3:50])[CH3:48])=[CH2:33])[CH2:12][CH2:13]1)=[O:7])([CH3:2])([CH3:4])[CH3:3].